Dataset: Catalyst prediction with 721,799 reactions and 888 catalyst types from USPTO. Task: Predict which catalyst facilitates the given reaction. (1) Reactant: CN(C(ON1N=NC2C=CC=CC1=2)=[N+](C)C)C.[B-](F)(F)(F)F.C(N(CC)CC)C.Cl.[CH2:31]([C:38]([OH:40])=O)[CH2:32][C:33]1[N:37]=[CH:36][NH:35][CH:34]=1.[NH2:41][C@H:42]([CH2:61][C:62]1[CH:67]=[CH:66][C:65]([O:68][CH3:69])=[CH:64][CH:63]=1)[C:43]([N:45]1[CH2:48][C:47]([O:56][CH2:57][C:58]#[C:59][CH3:60])([C:49]2[CH:54]=[CH:53][CH:52]=[CH:51][C:50]=2[CH3:55])[CH2:46]1)=[O:44].[OH-].[Na+]. Product: [CH2:57]([O:56][C:47]1([C:49]2[CH:54]=[CH:53][CH:52]=[CH:51][C:50]=2[CH3:55])[CH2:48][N:45]([C:43](=[O:44])[C@H:42]([NH:41][C:38](=[O:40])[CH2:31][CH2:32][C:33]2[N:37]=[CH:36][NH:35][CH:34]=2)[CH2:61][C:62]2[CH:67]=[CH:66][C:65]([O:68][CH3:69])=[CH:64][CH:63]=2)[CH2:46]1)[C:58]#[C:59][CH3:60]. The catalyst class is: 9. (2) Reactant: [F:1][C:2]1[C:7]([N+:8]([O-:10])=[O:9])=[CH:6][C:5]([OH:11])=[C:4]([CH3:12])[CH:3]=1.[C:13]([O-])([O-])=O.[K+].[K+].CI. Product: [F:1][C:2]1[CH:3]=[C:4]([CH3:12])[C:5]([O:11][CH3:13])=[CH:6][C:7]=1[N+:8]([O-:10])=[O:9]. The catalyst class is: 9. (3) Reactant: [C:1]([O:5][C:6](=[O:24])[C:7]([S:10][C:11]1[CH:20]=[CH:19][C:18]2[CH2:17][CH:16]([NH:21][CH2:22][CH3:23])[CH2:15][CH2:14][C:13]=2[CH:12]=1)([CH3:9])[CH3:8])([CH3:4])([CH3:3])[CH3:2].[F:25][C:26]([F:38])([F:37])[O:27][C:28]1[CH:33]=[CH:32][C:31]([N:34]=[C:35]=[O:36])=[CH:30][CH:29]=1. Product: [C:1]([O:5][C:6](=[O:24])[C:7]([S:10][C:11]1[CH:20]=[CH:19][C:18]2[CH2:17][CH:16]([N:21]([CH2:22][CH3:23])[C:35]([NH:34][C:31]3[CH:32]=[CH:33][C:28]([O:27][C:26]([F:25])([F:37])[F:38])=[CH:29][CH:30]=3)=[O:36])[CH2:15][CH2:14][C:13]=2[CH:12]=1)([CH3:9])[CH3:8])([CH3:2])([CH3:3])[CH3:4]. The catalyst class is: 2. (4) Reactant: [F:1][C:2]1[CH:3]=[C:4]([CH2:8][CH2:9][C:10]([OH:12])=O)[CH:5]=[CH:6][CH:7]=1. Product: [F:1][C:2]1[CH:3]=[C:4]2[C:5](=[CH:6][CH:7]=1)[C:10](=[O:12])[CH2:9][CH2:8]2. The catalyst class is: 6. (5) Reactant: C(O)(=O)C.[CH2:5]([C:8]1([CH2:21][CH2:22][CH3:23])[C:20]2[CH:19]=[CH:18][CH:17]=[CH:16][C:15]=2[C:14]2[C:9]1=[CH:10][CH:11]=[CH:12][CH:13]=2)[CH2:6][CH3:7].S(=O)(=O)(O)O.[N+:29]([O-])([OH:31])=[O:30]. Product: [N+:29]([C:11]1[CH:12]=[CH:13][C:14]2[C:15]3[C:20](=[CH:19][CH:18]=[CH:17][CH:16]=3)[C:8]([CH2:5][CH2:6][CH3:7])([CH2:21][CH2:22][CH3:23])[C:9]=2[CH:10]=1)([O-:31])=[O:30]. The catalyst class is: 6. (6) Reactant: Br[C:2]1[CH:7]=[CH:6][C:5]([CH:8]2[O:12][CH2:11][CH2:10][O:9]2)=[CH:4][N:3]=1.CCCCCC.C([Li])CCC.CN(C)[CH:26]=[O:27].O. The catalyst class is: 7. Product: [O:9]1[CH2:10][CH2:11][O:12][CH:8]1[C:5]1[CH:6]=[CH:7][C:2]([CH:26]=[O:27])=[N:3][CH:4]=1. (7) Reactant: [N:1]1([C:5]2[S:6][C@H:7]3[O:13][C@H:12]([CH2:14][OH:15])[C@@H:11]([O:16][CH2:17][C:18]4[CH:23]=[CH:22][C:21]([O:24][CH3:25])=[CH:20][CH:19]=4)[C@H:10]([O:26][CH2:27][C:28]4[CH:33]=[CH:32][C:31]([O:34][CH3:35])=[CH:30][CH:29]=4)[C@H:8]3[N:9]=2)[CH2:4][CH2:3][CH2:2]1.C[Si]([N-][Si](C)(C)C)(C)C.[Na+].[CH2:46]([N:48]([CH2:52][CH3:53])[C:49](Cl)=[O:50])[CH3:47]. Product: [CH2:46]([N:48]([CH2:52][CH3:53])[C:49](=[O:50])[O:15][CH2:14][C@H:12]1[O:13][C@H:7]2[C@H:8]([N:9]=[C:5]([N:1]3[CH2:4][CH2:3][CH2:2]3)[S:6]2)[C@@H:10]([O:26][CH2:27][C:28]2[CH:29]=[CH:30][C:31]([O:34][CH3:35])=[CH:32][CH:33]=2)[C@@H:11]1[O:16][CH2:17][C:18]1[CH:19]=[CH:20][C:21]([O:24][CH3:25])=[CH:22][CH:23]=1)[CH3:47]. The catalyst class is: 1. (8) Reactant: [C:1]([NH:4][CH:5]([C:7]1[CH:12]=[C:11]([CH3:13])[C:10]([Cl:14])=[CH:9][C:8]=1[CH:15]1[CH2:20][CH2:19][N:18]([C:21](OC(C)(C)C)=[O:22])[CH2:17][CH2:16]1)[CH3:6])(=[O:3])[CH3:2].Cl.[CH3:29]CN(C(C)C)C(C)C.C1C=NC2N(O)N=NC=2C=1.CN(C(ON1N=NC2C=CC=NC1=2)=[N+](C)C)C.F[P-](F)(F)(F)(F)F.[C:72]([N:76]1[CH2:80][C@@H:79]([C:81]2[CH:86]=[CH:85][C:84]([F:87])=[CH:83][C:82]=2[F:88])[C@H:78](C(O)=O)[CH2:77]1)([CH3:75])([CH3:74])[CH3:73]. Product: [C:72]([N:76]1[CH2:80][C@@H:79]([C:81]2[CH:86]=[CH:85][C:84]([F:87])=[CH:83][C:82]=2[F:88])[C@H:78]([C:21]([N:18]2[CH2:19][CH2:20][CH:15]([C:8]3[CH:9]=[C:10]([Cl:14])[C:11]([CH3:13])=[CH:12][C:7]=3[CH:5]([NH:4][C:1](=[O:3])[CH3:2])[CH2:6][CH3:29])[CH2:16][CH2:17]2)=[O:22])[CH2:77]1)([CH3:75])([CH3:73])[CH3:74]. The catalyst class is: 346. (9) Reactant: [N+:1]([C:4]1[CH:32]=[C:31]([N+:33]([O-])=O)[CH:30]=[CH:29][C:5]=1[O:6][C:7]1[N:12]=[CH:11][N:10]=[C:9]([CH2:13][CH2:14][CH2:15][CH2:16][CH2:17][CH2:18][CH2:19][CH2:20][CH2:21][CH2:22][CH2:23][CH2:24][CH2:25][CH2:26][CH2:27][CH3:28])[N:8]=1)([O-])=O.[H][H]. Product: [NH2:1][C:4]1[CH:32]=[C:31]([NH2:33])[CH:30]=[CH:29][C:5]=1[O:6][C:7]1[N:12]=[CH:11][N:10]=[C:9]([CH2:13][CH2:14][CH2:15][CH2:16][CH2:17][CH2:18][CH2:19][CH2:20][CH2:21][CH2:22][CH2:23][CH2:24][CH2:25][CH2:26][CH2:27][CH3:28])[N:8]=1. The catalyst class is: 312.